Dataset: Forward reaction prediction with 1.9M reactions from USPTO patents (1976-2016). Task: Predict the product of the given reaction. (1) Given the reactants [CH3:1][O:2][C:3]1[C:8]([C:9]([N:11]2[CH2:15][CH2:14][S:13][C:12]2=[S:16])=[O:10])=[CH:7][C:6]([C:17](N2CCSC2=S)=[O:18])=[CH:5][C:4]=1[C:25]([N:27]1[CH2:31][CH2:30][S:29][C:28]1=[S:32])=[O:26].C(N(CC)CC)C.Cl.[CH2:41]([O:43][C:44](=[O:48])[CH2:45][CH2:46][NH2:47])[CH3:42].CO, predict the reaction product. The product is: [CH2:41]([O:43][C:44](=[O:48])[CH2:45][CH2:46][NH:47][C:17](=[O:18])[C:6]1[CH:5]=[C:4]([C:25]([N:27]2[CH2:31][CH2:30][S:29][C:28]2=[S:32])=[O:26])[C:3]([O:2][CH3:1])=[C:8]([C:9]([N:11]2[CH2:15][CH2:14][S:13][C:12]2=[S:16])=[O:10])[CH:7]=1)[CH3:42]. (2) Given the reactants [F:1][C:2]1[CH:28]=[CH:27][CH:26]=[CH:25][C:3]=1[O:4][C:5]1[C:13]2[C:8](=[CH:9][CH:10]=[CH:11][CH:12]=2)[N:7]([C:14]2[N:19]=[C:18]([NH2:20])[C:17]([N+:21]([O-])=O)=[C:16]([NH2:24])[N:15]=2)[N:6]=1, predict the reaction product. The product is: [F:1][C:2]1[CH:28]=[CH:27][CH:26]=[CH:25][C:3]=1[O:4][C:5]1[C:13]2[C:8](=[CH:9][CH:10]=[CH:11][CH:12]=2)[N:7]([C:14]2[N:19]=[C:18]([NH2:20])[C:17]([NH2:21])=[C:16]([NH2:24])[N:15]=2)[N:6]=1. (3) Given the reactants FC1C=C(F)C=CC=1CN1C(=O)C=CC(CC2C3C(=CC=CC=3)N(CC(OC)=O)C=2C)=C1.[O:33]=[C:34]1[NH:39][N:38]=[C:37]([C:40]([O:42][CH3:43])=[O:41])[CH2:36][CH2:35]1.C(=O)([O-])[O-].[K+].[K+].Br[CH2:51][CH2:52][CH2:53][C:54]([F:57])([F:56])[F:55], predict the reaction product. The product is: [O:33]=[C:34]1[N:39]([CH2:51][CH2:52][CH2:53][C:54]([F:57])([F:56])[F:55])[N:38]=[C:37]([C:40]([O:42][CH3:43])=[O:41])[CH2:36][CH2:35]1. (4) Given the reactants [C:1](O)(=O)C.C=O.C([BH3-])#N.[Na+].[Cl:11][C:12]1[CH:52]=[CH:51][C:15]([CH2:16][CH:17]2[N:22]3[C:23](=[O:46])[CH:24]([NH:38][C:39]([CH:41]4[CH2:45][CH2:44][CH2:43][NH:42]4)=[O:40])[CH2:25][N:26]([S:27]([C:30]4[CH:35]=[CH:34][C:33]([Cl:36])=[CH:32][C:31]=4[Cl:37])(=[O:29])=[O:28])[CH:21]3[CH2:20][N:19]([CH:47]([CH3:49])[CH3:48])[C:18]2=[O:50])=[CH:14][CH:13]=1, predict the reaction product. The product is: [Cl:11][C:12]1[CH:13]=[CH:14][C:15]([CH2:16][CH:17]2[N:22]3[C:23](=[O:46])[CH:24]([NH:38][C:39]([CH:41]4[CH2:45][CH2:44][CH2:43][N:42]4[CH3:1])=[O:40])[CH2:25][N:26]([S:27]([C:30]4[CH:35]=[CH:34][C:33]([Cl:36])=[CH:32][C:31]=4[Cl:37])(=[O:29])=[O:28])[CH:21]3[CH2:20][N:19]([CH:47]([CH3:49])[CH3:48])[C:18]2=[O:50])=[CH:51][CH:52]=1. (5) Given the reactants [O:1]1[CH2:6][CH2:5][N:4]([C:7]2[CH:12]=[CH:11][C:10]([C:13]3[N:35](S(C4C=CC=CC=4)(=O)=O)[C:16]4=[N:17][CH:18]=[CH:19][C:20]([C:21]5[CH:22]=[CH:23][C:24]([N:29]6[CH2:33][CH2:32][CH2:31][C:30]6=[O:34])=[C:25]([CH:28]=5)[C:26]#[N:27])=[C:15]4[CH:14]=3)=[CH:9][CH:8]=2)[CH2:3][CH2:2]1.C(=O)([O-])[O-].[Cs+].[Cs+].FC(F)(F)CO, predict the reaction product. The product is: [O:1]1[CH2:2][CH2:3][N:4]([C:7]2[CH:12]=[CH:11][C:10]([C:13]3[NH:35][C:16]4=[N:17][CH:18]=[CH:19][C:20]([C:21]5[CH:22]=[CH:23][C:24]([N:29]6[CH2:33][CH2:32][CH2:31][C:30]6=[O:34])=[C:25]([CH:28]=5)[C:26]#[N:27])=[C:15]4[CH:14]=3)=[CH:9][CH:8]=2)[CH2:5][CH2:6]1.